Dataset: Reaction yield outcomes from USPTO patents with 853,638 reactions. Task: Predict the reaction yield, written as a fraction of the theoretical maximum amount of product (1.0 means a 100% yield; for example, 0.34 means a 34% yield). (1) The reactants are [CH3:1][N:2]1[C:6]([CH3:7])=[C:5]([OH:8])[C:4]([CH3:9])=[N:3]1.CN(C=O)C.O1CCOCC1.[H-].[Na+].[Br:23][C:24]1[CH:25]=[C:26]([N+]([O-])=O)[C:27]([C:30]#[N:31])=[N:28][CH:29]=1. The catalyst is O. The product is [Br:23][C:24]1[CH:25]=[C:26]([O:8][C:5]2[C:4]([CH3:9])=[N:3][N:2]([CH3:1])[C:6]=2[CH3:7])[C:27]([C:30]#[N:31])=[N:28][CH:29]=1. The yield is 0.977. (2) The reactants are [C:1]([CH:8]([NH2:15])[CH:9]1[CH2:14][CH2:13][NH:12][CH2:11][CH2:10]1)([O:3][C:4]([CH3:7])([CH3:6])[CH3:5])=[O:2].[C:16]1(=O)[CH2:20][CH2:19][CH2:18][CH2:17]1. No catalyst specified. The product is [C:1]([CH:8]([NH2:15])[CH:9]1[CH2:10][CH2:11][N:12]([CH:16]2[CH2:20][CH2:19][CH2:18][CH2:17]2)[CH2:13][CH2:14]1)([O:3][C:4]([CH3:7])([CH3:6])[CH3:5])=[O:2]. The yield is 0.770. (3) The reactants are [CH2:1]([O:8][CH2:9][C:10]([N:12]([CH3:22])[C:13]1[CH:18]=[CH:17][C:16]([N+:19]([O-])=O)=[CH:15][CH:14]=1)=[O:11])[C:2]1[CH:7]=[CH:6][CH:5]=[CH:4][CH:3]=1.C([O-])=O.[NH4+]. The catalyst is CCO.O.[Fe]. The product is [CH2:1]([O:8][CH2:9][C:10]([N:12]([CH3:22])[C:13]1[CH:14]=[CH:15][C:16]([NH2:19])=[CH:17][CH:18]=1)=[O:11])[C:2]1[CH:3]=[CH:4][CH:5]=[CH:6][CH:7]=1. The yield is 0.530. (4) The reactants are [H-].[Na+].[F:3][CH:4]([F:17])[C:5]1[C:13]2[C:12](=[O:14])[CH2:11][C:10]([CH3:16])([CH3:15])[CH2:9][C:8]=2[NH:7][N:6]=1.[Br:18][C:19]1[CH:26]=[C:25](F)[CH:24]=[CH:23][C:20]=1[C:21]#[N:22]. The catalyst is CS(C)=O.[NH4+].[Cl-].O. The product is [Br:18][C:19]1[CH:26]=[C:25]([N:7]2[C:8]3[CH2:9][C:10]([CH3:15])([CH3:16])[CH2:11][C:12](=[O:14])[C:13]=3[C:5]([CH:4]([F:3])[F:17])=[N:6]2)[CH:24]=[CH:23][C:20]=1[C:21]#[N:22]. The yield is 0.492. (5) The catalyst is C(#N)C.C1CCC(P(C2CCCCC2)C2CCCCC2)CC1.C1CCC(P(C2CCCCC2)C2CCCCC2)CC1.Cl[Pd]Cl.CCCCCC.C(OCC)(=O)C. The yield is 0.860. The reactants are Cl[C:2]1[CH:11]=[CH:10][C:5]([C:6]([O:8][CH3:9])=[O:7])=[C:4]([N+:12]([O-:14])=[O:13])[CH:3]=1.[CH3:15][O:16][C:17]1[CH:22]=[CH:21][C:20](B(O)O)=[CH:19][CH:18]=1.[F-].[Cs+].O. The product is [CH3:15][O:16][C:17]1[CH:22]=[CH:21][C:20]([C:2]2[CH:11]=[CH:10][C:5]([C:6]([O:8][CH3:9])=[O:7])=[C:4]([N+:12]([O-:14])=[O:13])[CH:3]=2)=[CH:19][CH:18]=1. (6) The reactants are [Cl:1][C:2]1[CH:3]=[C:4]([CH:29]=[C:30]([Cl:32])[CH:31]=1)[CH2:5][N:6]1[CH:10]=[CH:9][N:8]=[C:7]1[CH2:11][N:12]([CH2:21][C:22]1[CH:27]=[CH:26][CH:25]=[C:24]([F:28])[CH:23]=1)[CH2:13][CH2:14][N:15]1[CH2:20][CH2:19][NH:18][CH2:17][CH2:16]1.[CH3:33][C:34](OC(C)=O)=[O:35].C([O-])(O)=O.[Na+]. The catalyst is C(Cl)Cl. The product is [Cl:1][C:2]1[CH:3]=[C:4]([CH:29]=[C:30]([Cl:32])[CH:31]=1)[CH2:5][N:6]1[CH:10]=[CH:9][N:8]=[C:7]1[CH2:11][N:12]([CH2:21][C:22]1[CH:27]=[CH:26][CH:25]=[C:24]([F:28])[CH:23]=1)[CH2:13][CH2:14][N:15]1[CH2:16][CH2:17][N:18]([C:34](=[O:35])[CH3:33])[CH2:19][CH2:20]1. The yield is 0.660. (7) The reactants are C([O:8][C:9]1[CH:14]=[C:13]([O:15]CC2C=CC=CC=2)[C:12]([CH:23]([CH3:25])[CH3:24])=[CH:11][C:10]=1[C:26]1[N:27]([C:32]2[CH:37]=[CH:36][C:35]([O:38][CH3:39])=[C:34]([N:40]([CH3:44])[CH2:41][CH2:42][CH3:43])[CH:33]=2)[C:28]([OH:31])=[N:29][N:30]=1)C1C=CC=CC=1. The catalyst is CO.[Pd]. The product is [OH:31][C:28]1[N:27]([C:32]2[CH:37]=[CH:36][C:35]([O:38][CH3:39])=[C:34]([N:40]([CH3:44])[CH2:41][CH2:42][CH3:43])[CH:33]=2)[C:26]([C:10]2[CH:11]=[C:12]([CH:23]([CH3:24])[CH3:25])[C:13]([OH:15])=[CH:14][C:9]=2[OH:8])=[N:30][N:29]=1. The yield is 0.940. (8) The reactants are Br[C:2]1[CH:7]=[CH:6][C:5]([S:8]([N:11]([CH2:13][CH3:14])[CH3:12])(=[O:10])=[O:9])=[CH:4][CH:3]=1.[C:15]([C:17]1[N:21]([CH3:22])[C:20](B(O)O)=[CH:19][CH:18]=1)#[N:16].[F-].[K+].C(P(C(C)(C)C)C(C)(C)C)(C)(C)C. The catalyst is C1C=CC(/C=C/C(/C=C/C2C=CC=CC=2)=O)=CC=1.C1C=CC(/C=C/C(/C=C/C2C=CC=CC=2)=O)=CC=1.C1C=CC(/C=C/C(/C=C/C2C=CC=CC=2)=O)=CC=1.[Pd].[Pd]. The product is [C:15]([C:17]1[N:21]([CH3:22])[C:20]([C:2]2[CH:7]=[CH:6][C:5]([S:8]([N:11]([CH2:13][CH3:14])[CH3:12])(=[O:10])=[O:9])=[CH:4][CH:3]=2)=[CH:19][CH:18]=1)#[N:16]. The yield is 0.140.